This data is from Catalyst prediction with 721,799 reactions and 888 catalyst types from USPTO. The task is: Predict which catalyst facilitates the given reaction. (1) Reactant: [CH3:1][C:2]1[C:10]2[C:5](=[CH:6][C:7]([N+:11]([O-:13])=[O:12])=[CH:8][CH:9]=2)[NH:4][N:3]=1.F[B-](F)(F)F.[CH3:19][O+](C)C. Product: [CH3:19][N:3]1[C:2]([CH3:1])=[C:10]2[C:5]([CH:6]=[C:7]([N+:11]([O-:13])=[O:12])[CH:8]=[CH:9]2)=[N:4]1. The catalyst class is: 21. (2) Reactant: Br[C:2]1[N:7]=[C:6]([CH:8]=[O:9])[CH:5]=[CH:4][CH:3]=1.[CH3:10][N:11]1[CH2:16][CH2:15][NH:14][CH2:13][CH2:12]1.C(=O)([O-])[O-].[K+].[K+].Cl. Product: [CH3:10][N:11]1[CH2:16][CH2:15][N:14]([C:2]2[N:7]=[C:6]([CH:8]=[O:9])[CH:5]=[CH:4][CH:3]=2)[CH2:13][CH2:12]1. The catalyst class is: 578. (3) Reactant: [CH3:1][C:2]1[N:6]([CH:7]([CH3:9])[CH3:8])[C:5]([C:10]2[CH:15]=[CH:14][N:13]=[C:12]([NH:16][C:17]3[CH:22]=[CH:21][C:20]([C:23]([N:25]4[CH2:29][CH2:28][C@@H:27](OS(C)(=O)=O)[CH2:26]4)=[O:24])=[CH:19][CH:18]=3)[N:11]=2)=[CH:4][N:3]=1.[NH:35]1[CH2:40][CH2:39][O:38][CH2:37][CH2:36]1. Product: [CH3:1][C:2]1[N:6]([CH:7]([CH3:8])[CH3:9])[C:5]([C:10]2[CH:15]=[CH:14][N:13]=[C:12]([NH:16][C:17]3[CH:18]=[CH:19][C:20]([C:23]([N:25]4[CH2:29][CH2:28][C@H:27]([N:35]5[CH2:40][CH2:39][O:38][CH2:37][CH2:36]5)[CH2:26]4)=[O:24])=[CH:21][CH:22]=3)[N:11]=2)=[CH:4][N:3]=1. The catalyst class is: 12.